From a dataset of Full USPTO retrosynthesis dataset with 1.9M reactions from patents (1976-2016). Predict the reactants needed to synthesize the given product. (1) Given the product [CH3:13][NH:12][CH2:11][CH:8]1[CH2:7][C:6]2[CH:5]=[CH:4][CH:3]=[C:2]([C:18]3[CH:19]=[CH:20][C:15]([CH3:14])=[CH:16][CH:17]=3)[C:10]=2[O:9]1, predict the reactants needed to synthesize it. The reactants are: Br[C:2]1[C:10]2[O:9][CH:8]([CH2:11][NH:12][CH3:13])[CH2:7][C:6]=2[CH:5]=[CH:4][CH:3]=1.[CH3:14][C:15]1[CH:20]=[CH:19][C:18](B(O)O)=[CH:17][CH:16]=1. (2) Given the product [C:1]([O:5][C:6]([N:8]1[CH2:13][CH2:12][O:11][CH:10]([C:14](=[O:16])[NH:17][C:18]2[CH:23]=[C:22]([S:24]([CH3:27])(=[O:25])=[O:26])[CH:21]=[C:20]([NH:28][C:29]3[N:38]=[CH:37][C:36]4[N:35]([CH3:39])[C:34](=[O:40])[CH2:33][N:32]([CH:41]([CH3:43])[CH3:42])[C:31]=4[N:30]=3)[CH:19]=2)[CH2:9]1)=[O:7])([CH3:2])([CH3:3])[CH3:4], predict the reactants needed to synthesize it. The reactants are: [C:1]([O:5][C:6]([N:8]1[CH2:13][CH2:12][O:11][CH:10]([C:14]([OH:16])=O)[CH2:9]1)=[O:7])([CH3:4])([CH3:3])[CH3:2].[NH2:17][C:18]1[CH:19]=[C:20]([NH:28][C:29]2[N:38]=[CH:37][C:36]3[N:35]([CH3:39])[C:34](=[O:40])[CH2:33][N:32]([CH:41]([CH3:43])[CH3:42])[C:31]=3[N:30]=2)[CH:21]=[C:22]([S:24]([CH3:27])(=[O:26])=[O:25])[CH:23]=1.